Dataset: Catalyst prediction with 721,799 reactions and 888 catalyst types from USPTO. Task: Predict which catalyst facilitates the given reaction. (1) Reactant: [Cl:1][C:2]1[CH:7]=[CH:6][C:5]([C:8]2([CH3:33])[C:12]([C:14]3[CH:19]=[CH:18][C:17]([Cl:20])=[CH:16][CH:15]=3)([CH3:13])[NH:11][C:10]([C:21]3[CH:26]=[CH:25][C:24]([O:27][CH3:28])=[CH:23][C:22]=3[O:29][CH:30]([CH3:32])[CH3:31])=[N:9]2)=[CH:4][CH:3]=1.[C:34](Cl)([Cl:36])=[O:35]. Product: [Cl:1][C:2]1[CH:3]=[CH:4][C:5]([C:8]2([CH3:33])[C:12]([C:14]3[CH:15]=[CH:16][C:17]([Cl:20])=[CH:18][CH:19]=3)([CH3:13])[N:11]([C:34]([Cl:36])=[O:35])[C:10]([C:21]3[CH:26]=[CH:25][C:24]([O:27][CH3:28])=[CH:23][C:22]=3[O:29][CH:30]([CH3:31])[CH3:32])=[N:9]2)=[CH:6][CH:7]=1. The catalyst class is: 66. (2) Reactant: C(OC([NH:11][C@H:12]([C:35]([O:37]C)=[O:36])[CH2:13][CH2:14][P:15]([CH:18]([C:20]1[CH:25]=[C:24]([F:26])[C:23]([O:27][CH2:28][C:29]([O:31]CC)=[O:30])=[C:22]([F:34])[CH:21]=1)[OH:19])(=[O:17])[OH:16])=O)C1C=CC=CC=1. Product: [NH2:11][CH:12]([CH2:13][CH2:14][P:15]([CH:18]([C:20]1[CH:25]=[C:24]([F:26])[C:23]([O:27][CH2:28][C:29]([OH:31])=[O:30])=[C:22]([F:34])[CH:21]=1)[OH:19])([OH:17])=[O:16])[C:35]([OH:37])=[O:36]. The catalyst class is: 33. (3) Reactant: C(N(CC)CC)C.[F:8][C:9]1[CH:14]=[CH:13][CH:12]=[CH:11][C:10]=1[N:15]1[C:23]2[C:18](=[C:19]([N:24]3[CH2:31][C@@H:30]4[C@@H:26]([CH2:27][NH:28][CH2:29]4)[C:25]3=[O:32])[CH:20]=[CH:21][CH:22]=2)[CH:17]=[N:16]1.[CH2:33]([S:35](Cl)(=[O:37])=[O:36])[CH3:34]. Product: [CH2:33]([S:35]([N:28]1[CH2:29][C@@H:30]2[CH2:31][N:24]([C:19]3[CH:20]=[CH:21][CH:22]=[C:23]4[C:18]=3[CH:17]=[N:16][N:15]4[C:10]3[CH:11]=[CH:12][CH:13]=[CH:14][C:9]=3[F:8])[C:25](=[O:32])[C@@H:26]2[CH2:27]1)(=[O:37])=[O:36])[CH3:34]. The catalyst class is: 2.